This data is from Forward reaction prediction with 1.9M reactions from USPTO patents (1976-2016). The task is: Predict the product of the given reaction. (1) Given the reactants Cl[CH2:2][C:3]([CH3:6])([OH:5])[CH3:4].[OH:7][C:8]1[CH:15]=[CH:14][C:11]([C:12]#[N:13])=[CH:10][CH:9]=1.C([O-])([O-])=O.[K+].[K+], predict the reaction product. The product is: [OH:5][C:3]([CH3:6])([CH3:4])[CH2:2][O:7][C:8]1[CH:15]=[CH:14][C:11]([C:12]#[N:13])=[CH:10][CH:9]=1. (2) Given the reactants [CH2:1](Br)[C:2]1[CH:7]=[CH:6][CH:5]=[CH:4][CH:3]=1.[OH:9][C:10]1[CH:15]=[CH:14][C:13]([CH2:16][CH2:17][C:18]([OH:20])=[O:19])=[CH:12][CH:11]=1.C(=O)([O-])[O-].[K+].[K+], predict the reaction product. The product is: [OH:9][C:10]1[CH:11]=[CH:12][C:13]([CH2:16][CH2:17][C:18]([O:20][CH2:1][C:2]2[CH:7]=[CH:6][CH:5]=[CH:4][CH:3]=2)=[O:19])=[CH:14][CH:15]=1. (3) Given the reactants [ClH:1].O1CCOCC1.C(OC([NH:15][C@@H:16]([CH:49]([CH3:51])[CH3:50])[C:17]([NH:19][CH2:20][C:21](=[C:23]1[CH2:28][CH2:27][CH2:26][N:25]([C:29]2[C:38]([O:39][CH3:40])=[C:37]3[C:32]([C:33](=[O:47])[C:34]([C:44]([OH:46])=[O:45])=[CH:35][N:36]3[CH:41]3[CH2:43][CH2:42]3)=[CH:31][C:30]=2[F:48])[CH2:24]1)[F:22])=[O:18])=O)(C)(C)C, predict the reaction product. The product is: [ClH:1].[NH2:15][C@@H:16]([CH:49]([CH3:51])[CH3:50])[C:17]([NH:19][CH2:20][C:21](=[C:23]1[CH2:28][CH2:27][CH2:26][N:25]([C:29]2[C:38]([O:39][CH3:40])=[C:37]3[C:32]([C:33](=[O:47])[C:34]([C:44]([OH:46])=[O:45])=[CH:35][N:36]3[CH:41]3[CH2:42][CH2:43]3)=[CH:31][C:30]=2[F:48])[CH2:24]1)[F:22])=[O:18]. (4) Given the reactants N[C:2]1[N:11]=[CH:10][C:9]2[CH2:8][CH:7]([NH:12][C:13](=[O:19])[O:14][C:15]([CH3:18])([CH3:17])[CH3:16])[CH2:6][CH2:5][C:4]=2[N:3]=1.[I:20]CI.[N+]([O-])(OCCC(C)C)=O, predict the reaction product. The product is: [I:20][C:2]1[N:11]=[CH:10][C:9]2[CH2:8][CH:7]([NH:12][C:13](=[O:19])[O:14][C:15]([CH3:18])([CH3:17])[CH3:16])[CH2:6][CH2:5][C:4]=2[N:3]=1. (5) Given the reactants [F:1][CH:2]1[CH2:7][CH2:6][CH2:5][CH2:4][CH:3]1[C:8]1[C:9]2[S:28][C:27]([C:29]([O:31][CH3:32])=[O:30])=[CH:26][C:10]=2[N:11]([CH2:21][C:22](OC)=[O:23])[C:12]=1[C:13]1[CH:18]=[CH:17][CH:16]=[CH:15][C:14]=1[CH:19]=O.C[NH:34][CH2:35][CH2:36][NH:37][CH3:38].[BH3-][C:40]#N.[Na+].CCOC(C)=O, predict the reaction product. The product is: [CH3:40][N:37]([CH3:38])[CH2:36][CH2:35][N:34]1[CH2:19][C:14]2[CH:15]=[CH:16][CH:17]=[CH:18][C:13]=2[C:12]2=[C:8]([C@H:3]3[CH2:4][CH2:5][CH2:6][CH2:7][C@@H:2]3[F:1])[C:9]3[S:28][C:27]([C:29]([O:31][CH3:32])=[O:30])=[CH:26][C:10]=3[N:11]2[CH2:21][C:22]1=[O:23]. (6) The product is: [CH3:1][CH2:2][C@H:3]1[O:18][C:16](=[O:17])[C@H:15]([CH3:19])[C@@H:14]([O:20][C@@H:21]2[O:26][C@@H:25]([CH3:27])[C@H:24]([OH:28])[C@@:23]([O:30][CH3:31])([CH3:29])[CH2:22]2)[C@H:13]([CH3:32])[C@@H:12]([O:33][C@@H:34]2[O:39][C@H:38]([CH3:40])[CH2:37][C@H:36]([N:41]([CH3:42])[CH3:43])[C@H:35]2[OH:44])[C@@:11]([OH:46])([CH3:45])[CH2:10][C@@H:9]([CH3:47])[C:7](=[O:8])[C@H:6]([CH3:48])[C@@H:5]([OH:49])[C@@:4]1([OH:51])[CH3:50].[N+:52]([O-:55])([O-:54])=[O:53]. Given the reactants [CH3:1][CH2:2][C@H:3]1[O:18][C:16](=[O:17])[C@H:15]([CH3:19])[C@@H:14]([O:20][C@@H:21]2[O:26][C@@H:25]([CH3:27])[C@H:24]([OH:28])[C@@:23]([O:30][CH3:31])([CH3:29])[CH2:22]2)[C@H:13]([CH3:32])[C@@H:12]([O:33][C@@H:34]2[O:39][C@H:38]([CH3:40])[CH2:37][C@H:36]([N:41]([CH3:43])[CH3:42])[C@H:35]2[OH:44])[C@@:11]([OH:46])([CH3:45])[CH2:10][C@@H:9]([CH3:47])[C:7](=[O:8])[C@H:6]([CH3:48])[C@@H:5]([OH:49])[C@@:4]1([OH:51])[CH3:50].[N+:52]([O-:55])([OH:54])=[O:53], predict the reaction product. (7) Given the reactants [Cl:1][C:2]1[CH:3]=[C:4]([CH:8]=[CH:9][CH:10]=1)[C:5]([OH:7])=O.CN(C(ON1N=NC2C=CC=NC1=2)=[N+](C)C)C.F[P-](F)(F)(F)(F)F.CCN(C(C)C)C(C)C.[I-].[CH2:45]([N+:49]1[N:53]=[C:52]([CH3:54])[S:51][C:50]=1[CH3:55])[CH2:46][CH2:47][CH3:48], predict the reaction product. The product is: [CH2:45]([N:49]1[N:53]=[C:52]([CH3:54])[S:51]/[C:50]/1=[CH:55]\[C:5]([C:4]1[CH:8]=[CH:9][CH:10]=[C:2]([Cl:1])[CH:3]=1)=[O:7])[CH2:46][CH2:47][CH3:48].